Dataset: Catalyst prediction with 721,799 reactions and 888 catalyst types from USPTO. Task: Predict which catalyst facilitates the given reaction. (1) Reactant: [NH2:1][C:2]1[C:3]2[N:4]([C:8]([C@@H:26]3[CH2:31][CH2:30][CH2:29][NH:28][CH2:27]3)=[N:9][C:10]=2[C:11]2[CH:25]=[CH:24][C:14]([C:15]([NH:17][C:18]3[CH:23]=[CH:22][CH:21]=[CH:20][N:19]=3)=[O:16])=[CH:13][CH:12]=2)[CH:5]=[CH:6][N:7]=1.C(N(CC)CC)C.[CH3:39][S:40](Cl)(=[O:42])=[O:41]. Product: [NH2:1][C:2]1[C:3]2[N:4]([C:8]([C@@H:26]3[CH2:31][CH2:30][CH2:29][N:28]([S:40]([CH3:39])(=[O:42])=[O:41])[CH2:27]3)=[N:9][C:10]=2[C:11]2[CH:25]=[CH:24][C:14]([C:15]([NH:17][C:18]3[CH:23]=[CH:22][CH:21]=[CH:20][N:19]=3)=[O:16])=[CH:13][CH:12]=2)[CH:5]=[CH:6][N:7]=1. The catalyst class is: 4. (2) The catalyst class is: 12. Reactant: [CH3:1][C:2]1[C@@H:19](OC([C@H](O)[C@@H](NC(OC(C)(C)C)=O)C2C=CC=CC=2)=O)[CH2:18][C@:14]2(O)[C:15]([CH3:17])([CH3:16])[C:3]=1[C@@H:4](O)[C:5]([C@@:7]1([CH3:57])[C@H:12]([C@@H:13]2OC(C2C=CC=CC=2)=O)[C@:11]2(OC(C)=O)[CH2:50]O[C@@H:10]2[CH2:9][C@@H:8]1O)=O. Product: [CH3:50][C@H:11]1[C@H:12]2[CH2:13][C@H:14]3[C:15]([CH3:16])([CH3:17])[C@@H:3]([CH2:4][CH2:5][C@:7]2([CH3:57])[CH2:8][CH2:9][CH2:10]1)[C@H:2]([CH3:1])[CH2:19][CH2:18]3. (3) Reactant: [C:1]([C:3]1[CH:8]=[C:7]([O:9][CH3:10])[C:6]([OH:11])=[CH:5][C:4]=1[N:12]=[CH:13][N:14]([CH3:16])[CH3:15])#[N:2].C(=O)([O-])[O-].[K+].[K+].Br[CH2:24][CH2:25][CH2:26][CH2:27][Cl:28].O. Product: [Cl:28][CH2:27][CH2:26][CH2:25][CH2:24][O:11][C:6]1[C:7]([O:9][CH3:10])=[CH:8][C:3]([C:1]#[N:2])=[C:4]([N:12]=[CH:13][N:14]([CH3:15])[CH3:16])[CH:5]=1. The catalyst class is: 9. (4) Reactant: [NH2:1][C:2]1[S:3][C:4]([C:8]([NH:10][CH2:11][C:12]2[CH:17]=[CH:16][CH:15]=[CH:14][CH:13]=2)=[O:9])=[C:5]([CH3:7])[N:6]=1.[C:18](N1C=CN=C1)(N1C=CN=C1)=[O:19].[F:30][C:31]1[CH:44]=[CH:43][C:34]([CH2:35][NH:36][CH2:37][CH:38]([O:41][CH3:42])[O:39][CH3:40])=[CH:33][CH:32]=1. Product: [CH2:11]([NH:10][C:8]([C:4]1[S:3][C:2]([NH:1][C:18]([N:36]([CH2:37][CH:38]([O:39][CH3:40])[O:41][CH3:42])[CH2:35][C:34]2[CH:33]=[CH:32][C:31]([F:30])=[CH:44][CH:43]=2)=[O:19])=[N:6][C:5]=1[CH3:7])=[O:9])[C:12]1[CH:17]=[CH:16][CH:15]=[CH:14][CH:13]=1. The catalyst class is: 7. (5) Reactant: [CH2:1]([O:8][C:9]([NH:11][C@H:12]1[C@@H:16]([O:17]C(C2C=CC(OC)=CC=2)(C2C=CC(OC)=CC=2)C2C=CC=CC=2)[CH2:15][N:14](C(OC(C)(C)C)=O)[CH2:13]1)=[O:10])[C:2]1[CH:7]=[CH:6][CH:5]=[CH:4][CH:3]=1. Product: [OH:17][C@H:16]1[CH2:15][NH:14][CH2:13][C@H:12]1[NH:11][C:9](=[O:10])[O:8][CH2:1][C:2]1[CH:3]=[CH:4][CH:5]=[CH:6][CH:7]=1. The catalyst class is: 631.